This data is from Forward reaction prediction with 1.9M reactions from USPTO patents (1976-2016). The task is: Predict the product of the given reaction. (1) Given the reactants [C:1]([O:5][C:6](=[O:16])[NH:7][C:8]1[CH:13]=[N:12][C:11]([CH2:14]Br)=[CH:10][N:9]=1)([CH3:4])([CH3:3])[CH3:2].[CH3:17][O:18][CH2:19][CH2:20][NH:21][CH3:22].C([O-])([O-])=O.[K+].[K+], predict the reaction product. The product is: [C:1]([O:5][C:6](=[O:16])[NH:7][C:8]1[CH:13]=[N:12][C:11]([CH2:14][N:21]([CH2:20][CH2:19][O:18][CH3:17])[CH3:22])=[CH:10][N:9]=1)([CH3:4])([CH3:3])[CH3:2]. (2) The product is: [OH:16][C:9]1[C:10]([O:14][CH3:15])=[C:11]([O:12][CH3:13])[NH:6][C:7](=[O:25])[C:8]=1[C:17](=[O:24])[CH:18]([CH3:23])[CH2:19]/[CH:20]=[CH:21]/[CH3:22]. Given the reactants COC1C=C(OC)C=CC=1C[N:6]1[C:11]([O:12][CH3:13])=[C:10]([O:14][CH3:15])[C:9]([OH:16])=[C:8]([C:17](=[O:24])[CH:18]([CH3:23])[CH2:19]/[CH:20]=[CH:21]/[CH3:22])[C:7]1=[O:25], predict the reaction product.